Dataset: Forward reaction prediction with 1.9M reactions from USPTO patents (1976-2016). Task: Predict the product of the given reaction. Given the reactants [H][H].[C:3]1([C:9](O)([CH3:11])[CH3:10])[CH:8]=[CH:7][CH:6]=[CH:5][CH:4]=1, predict the reaction product. The product is: [C:3]1([CH:9]([CH3:11])[CH3:10])[CH:8]=[CH:7][CH:6]=[CH:5][CH:4]=1.